Dataset: Full USPTO retrosynthesis dataset with 1.9M reactions from patents (1976-2016). Task: Predict the reactants needed to synthesize the given product. (1) Given the product [CH:11]([C:9]1[N:10]=[C:6]2[N:5]=[C:4]([CH3:14])[C:3]([CH2:15][C:16]([O:18][CH3:19])=[O:17])=[C:2]([C:23]3[CH:24]=[CH:25][C:20]([CH3:29])=[CH:21][CH:22]=3)[N:7]2[N:8]=1)([CH3:13])[CH3:12], predict the reactants needed to synthesize it. The reactants are: Cl[C:2]1[N:7]2[N:8]=[C:9]([CH:11]([CH3:13])[CH3:12])[N:10]=[C:6]2[N:5]=[C:4]([CH3:14])[C:3]=1[CH2:15][C:16]([O:18][CH3:19])=[O:17].[C:20]1([CH3:29])[CH:25]=[CH:24][C:23](B(O)O)=[CH:22][CH:21]=1.C(N(C(C)C)CC)(C)C.C(OCC)(=O)C. (2) Given the product [CH2:1]1[CH2:9][O:8][C:7]2[C:3](=[CH:4][S:5][CH:6]=2)[O:2]1, predict the reactants needed to synthesize it. The reactants are: [CH3:1][O:2][C:3]1[C:7]([O:8][CH3:9])=[C:6](C(O)=O)[S:5][C:4]=1C(O)=O.